Dataset: Forward reaction prediction with 1.9M reactions from USPTO patents (1976-2016). Task: Predict the product of the given reaction. (1) Given the reactants [CH3:1][C@H:2]1[CH2:7][O:6][CH2:5][CH2:4][NH:3]1.Cl[C:9]1[C:10]([OH:23])=[N:11][C:12]2[C:17]([N:18]=1)=[CH:16][C:15]([C:19]([O:21][CH3:22])=[O:20])=[CH:14][CH:13]=2.CCN(C(C)C)C(C)C, predict the reaction product. The product is: [CH3:1][C@@H:2]1[N:3]([C:9]2[C:10](=[O:23])[NH:11][C:12]3[C:17]([N:18]=2)=[CH:16][C:15]([C:19]([O:21][CH3:22])=[O:20])=[CH:14][CH:13]=3)[CH2:4][CH2:5][O:6][CH2:7]1. (2) Given the reactants [OH:1][C:2]1[CH:3]=[C:4]([C:14]2[N:15](C(OC(C)(C)C)=O)[C:16]([C:19]3[S:20][CH:21]=[CH:22][N:23]=3)=[CH:17][CH:18]=2)[CH:5]=[C:6]([O:8][C@@H:9]([CH3:13])[CH2:10][O:11][CH3:12])[CH:7]=1.[F:31][C:32]1[CH:33]=[C:34]([S:39]([NH:42][CH3:43])(=[O:41])=[O:40])[CH:35]=[CH:36][C:37]=1F.C(=O)([O-])[O-].[K+].[K+].O, predict the reaction product. The product is: [F:31][C:32]1[CH:33]=[C:34]([S:39]([NH:42][CH3:43])(=[O:40])=[O:41])[CH:35]=[CH:36][C:37]=1[O:1][C:2]1[CH:3]=[C:4]([C:14]2[NH:15][C:16]([C:19]3[S:20][CH:21]=[CH:22][N:23]=3)=[CH:17][CH:18]=2)[CH:5]=[C:6]([O:8][C@@H:9]([CH3:13])[CH2:10][O:11][CH3:12])[CH:7]=1. (3) Given the reactants [CH2:1]([C:8]1[NH:13][C:12](=[O:14])[C:11]([C:15]2[CH:20]=[CH:19][C:18]([OH:21])=[CH:17][CH:16]=2)=[CH:10][N:9]=1)[C:2]1[CH:7]=[CH:6][CH:5]=[CH:4][CH:3]=1.Cl[C:23]1[C:32]2[C:27](=[CH:28][C:29]([O:35][CH2:36][CH2:37][CH2:38][N:39]3[CH2:44][CH2:43][O:42][CH2:41][CH2:40]3)=[C:30]([O:33][CH3:34])[CH:31]=2)[N:26]=[CH:25][CH:24]=1, predict the reaction product. The product is: [CH2:1]([C:8]1[NH:13][C:12](=[O:14])[C:11]([C:15]2[CH:16]=[CH:17][C:18]([O:21][C:23]3[C:32]4[C:27](=[CH:28][C:29]([O:35][CH2:36][CH2:37][CH2:38][N:39]5[CH2:40][CH2:41][O:42][CH2:43][CH2:44]5)=[C:30]([O:33][CH3:34])[CH:31]=4)[N:26]=[CH:25][CH:24]=3)=[CH:19][CH:20]=2)=[CH:10][N:9]=1)[C:2]1[CH:3]=[CH:4][CH:5]=[CH:6][CH:7]=1. (4) The product is: [NH2:5][CH2:9][CH:10]([NH:18][C:19]([C:21]1[S:22][CH:23]=[C:24]([C:28]2[N:32]([CH3:33])[N:31]=[CH:30][CH:29]=2)[C:25]=1[O:26][CH3:27])=[O:20])[CH2:11][C:12]1[CH:13]=[CH:14][CH:15]=[CH:16][CH:17]=1. Given the reactants CC([N:5]([CH2:9][CH:10]([NH:18][C:19]([C:21]1[S:22][CH:23]=[C:24]([C:28]2[N:32]([CH3:33])[N:31]=[CH:30][CH:29]=2)[C:25]=1[O:26][CH3:27])=[O:20])[CH2:11][C:12]1[CH:17]=[CH:16][CH:15]=[CH:14][CH:13]=1)C(=O)[O-])(C)C, predict the reaction product. (5) Given the reactants [Br:1][C:2]1[CH:3]=[C:4]([C:15]([NH:17][CH2:18][C:19]2[C:20]([O:28]C)=[N:21][C:22]([CH2:26][OH:27])=[CH:23][C:24]=2[CH3:25])=[O:16])[C:5]2[C:6]([CH3:14])=[CH:7][N:8]([CH:11]([CH3:13])[CH3:12])[C:9]=2[CH:10]=1.Cl, predict the reaction product. The product is: [Br:1][C:2]1[CH:3]=[C:4]([C:15]([NH:17][CH2:18][C:19]2[C:20](=[O:28])[NH:21][C:22]([CH2:26][OH:27])=[CH:23][C:24]=2[CH3:25])=[O:16])[C:5]2[C:6]([CH3:14])=[CH:7][N:8]([CH:11]([CH3:13])[CH3:12])[C:9]=2[CH:10]=1. (6) Given the reactants [N+:1]([C:4]1[C:5]([O:10][CH2:11][C:12]2([CH2:15][C:16]#[N:17])[CH2:14][CH2:13]2)=[N:6][CH:7]=[CH:8][CH:9]=1)([O-])=O, predict the reaction product. The product is: [NH2:1][C:4]1[C:5]([O:10][CH2:11][C:12]2([CH2:15][C:16]#[N:17])[CH2:14][CH2:13]2)=[N:6][CH:7]=[CH:8][CH:9]=1. (7) Given the reactants C([O:3][C:4]([C:6]1[CH:7]=[C:8]2[C:13](=[CH:14][CH:15]=1)[NH:12][CH:11]([C:16]1[CH:21]=[CH:20][CH:19]=[C:18]([NH:22][C:23]([CH3:33])([CH3:32])[C:24]([N:26]3[CH2:31][CH2:30][O:29][CH2:28][CH2:27]3)=[O:25])[CH:17]=1)[C:10]([CH3:35])([CH3:34])[CH2:9]2)=[O:5])C.Cl, predict the reaction product. The product is: [CH3:33][C:23]([NH:22][C:18]1[CH:17]=[C:16]([CH:11]2[C:10]([CH3:34])([CH3:35])[CH2:9][C:8]3[C:13](=[CH:14][CH:15]=[C:6]([C:4]([OH:5])=[O:3])[CH:7]=3)[NH:12]2)[CH:21]=[CH:20][CH:19]=1)([CH3:32])[C:24]([N:26]1[CH2:27][CH2:28][O:29][CH2:30][CH2:31]1)=[O:25].